Dataset: Full USPTO retrosynthesis dataset with 1.9M reactions from patents (1976-2016). Task: Predict the reactants needed to synthesize the given product. (1) Given the product [C:1]([O:4][C@@H:5]1[C@@H:10]([O:11][C:12](=[O:14])[CH3:13])[C@H:9]([O:15][C:16](=[O:18])[CH3:17])[C@@H:8]([CH2:19][O:20][C:21](=[O:23])[CH3:22])[O:7][C@H:6]1[O:24][C:25]1[C:29]([CH2:30][C:31]2[CH:36]=[CH:35][C:34]([O:37][CH2:38][CH2:39][C:40](=[O:55])[NH:41][C:42]([C:45]([OH:47])=[O:46])([CH3:43])[CH3:44])=[CH:33][C:32]=2[CH3:56])=[C:28]([CH:57]([CH3:59])[CH3:58])[NH:27][N:26]=1)(=[O:3])[CH3:2], predict the reactants needed to synthesize it. The reactants are: [C:1]([O:4][C@@H:5]1[C@@H:10]([O:11][C:12](=[O:14])[CH3:13])[C@H:9]([O:15][C:16](=[O:18])[CH3:17])[C@@H:8]([CH2:19][O:20][C:21](=[O:23])[CH3:22])[O:7][C@H:6]1[O:24][C:25]1[C:29]([CH2:30][C:31]2[CH:36]=[CH:35][C:34]([O:37][CH2:38][CH2:39][C:40](=[O:55])[NH:41][C:42]([C:45]([O:47]CC3C=CC=CC=3)=[O:46])([CH3:44])[CH3:43])=[CH:33][C:32]=2[CH3:56])=[C:28]([CH:57]([CH3:59])[CH3:58])[NH:27][N:26]=1)(=[O:3])[CH3:2]. (2) Given the product [CH3:1][C:2]1[C:7]([C:8]([N:51]2[CH2:50][CH2:49][N:48]([S:52]([C:55]3[CH:56]=[CH:57][C:58]([C:61]([F:64])([F:62])[F:63])=[CH:59][CH:60]=3)(=[O:53])=[O:54])[CH2:47][C@@H:46]2[CH3:45])=[O:10])=[CH:6][CH:5]=[C:4]([CH3:11])[N:3]=1, predict the reactants needed to synthesize it. The reactants are: [CH3:1][C:2]1[C:7]([C:8]([OH:10])=O)=[CH:6][CH:5]=[C:4]([CH3:11])[N:3]=1.CN(C(ON1N=NC2C=CC=NC1=2)=[N+](C)C)C.F[P-](F)(F)(F)(F)F.CCN(C(C)C)C(C)C.[CH3:45][C@@H:46]1[NH:51][CH2:50][CH2:49][N:48]([S:52]([C:55]2[CH:60]=[CH:59][C:58]([C:61]([F:64])([F:63])[F:62])=[CH:57][CH:56]=2)(=[O:54])=[O:53])[CH2:47]1. (3) Given the product [C:1]([NH:5][C:6]1[C:7]([NH:25][CH2:26][C:27]2[CH:32]=[CH:31][C:30]([O:33][CH3:34])=[CH:29][C:28]=2[O:35][CH3:36])=[N:8][C:9]2[C:14]([N:15]=1)=[C:13]([C:45]1[NH:53][C:52]3[CH2:51][CH2:50][NH:49][C:48](=[O:54])[C:47]=3[CH:46]=1)[CH:12]=[CH:11][CH:10]=2)([CH3:4])([CH3:3])[CH3:2], predict the reactants needed to synthesize it. The reactants are: [C:1]([NH:5][C:6]1[C:7]([NH:25][CH2:26][C:27]2[CH:32]=[CH:31][C:30]([O:33][CH3:34])=[CH:29][C:28]=2[O:35][CH3:36])=[N:8][C:9]2[C:14]([N:15]=1)=[C:13](B1OC(C)(C)C(C)(C)O1)[CH:12]=[CH:11][CH:10]=2)([CH3:4])([CH3:3])[CH3:2].CC1(C)C(C)(C)OB([C:45]2[NH:53][C:52]3[CH2:51][CH2:50][NH:49][C:48](=[O:54])[C:47]=3[CH:46]=2)O1. (4) Given the product [Br:9][C:4]1[N:3]=[C:2]([NH:28][C:24]2[CH:23]=[C:22]([C:20]3[CH:19]=[N:18][N:17]([CH2:16][C:15]4[CH:29]=[CH:30][C:12]([O:11][CH3:10])=[CH:13][CH:14]=4)[CH:21]=3)[CH:27]=[CH:26][N:25]=2)[CH:7]=[C:6]([CH3:8])[CH:5]=1, predict the reactants needed to synthesize it. The reactants are: Br[C:2]1[CH:7]=[C:6]([CH3:8])[CH:5]=[C:4]([Br:9])[N:3]=1.[CH3:10][O:11][C:12]1[CH:30]=[CH:29][C:15]([CH2:16][N:17]2[CH:21]=[C:20]([C:22]3[CH:27]=[CH:26][N:25]=[C:24]([NH2:28])[CH:23]=3)[CH:19]=[N:18]2)=[CH:14][CH:13]=1.CC(C)([O-])C.[Na+]. (5) Given the product [Cl:43][C:41]1[CH:40]=[CH:39][C:38]([CH3:44])=[C:37]([N:9]([C@H:10]2[CH2:15][CH2:14][CH2:13][N:12]([C:16](=[O:17])[NH:18][C@H:19]([CH2:20][NH:21][CH3:22])[CH2:30][CH:31]3[CH2:32][CH2:33][CH2:34][CH2:35][CH2:36]3)[CH2:11]2)[CH2:8][CH2:7][CH2:6][NH:5][C:3](=[O:4])[O:2][CH3:1])[CH:42]=1.[Cl:43][C:41]1[CH:40]=[CH:39][C:38]([CH3:44])=[C:37]([N:9]([C@@H:10]2[CH2:15][CH2:14][CH2:13][N:12]([C:16](=[O:17])[NH:18][C@H:19]([CH2:20][NH:21][CH3:22])[CH2:30][CH:31]3[CH2:32][CH2:33][CH2:34][CH2:35][CH2:36]3)[CH2:11]2)[CH2:8][CH2:7][CH2:6][NH:5][C:3](=[O:4])[O:2][CH3:1])[CH:42]=1, predict the reactants needed to synthesize it. The reactants are: [CH3:1][O:2][C:3]([NH:5][CH2:6][CH2:7][CH2:8][N:9]([C:37]1[CH:42]=[C:41]([Cl:43])[CH:40]=[CH:39][C:38]=1[CH3:44])[CH:10]1[CH2:15][CH2:14][CH2:13][N:12]([C:16]([NH:18][C@@H:19]([CH2:30][CH:31]2[CH2:36][CH2:35][CH2:34][CH2:33][CH2:32]2)[CH2:20][N:21](C)[C:22](=O)OC(C)(C)C)=[O:17])[CH2:11]1)=[O:4]. (6) Given the product [C:1]([C:4]1[CH:13]=[CH:12][C:11]([O:14][CH2:21][C:22]2[CH:27]=[CH:26][CH:25]=[CH:24][CH:23]=2)=[C:10]2[C:5]=1[CH:6]=[CH:7][CH:8]=[N:9]2)(=[O:3])[CH3:2], predict the reactants needed to synthesize it. The reactants are: [C:1]([C:4]1[CH:13]=[CH:12][C:11]([OH:14])=[C:10]2[C:5]=1[CH:6]=[CH:7][CH:8]=[N:9]2)(=[O:3])[CH3:2].C(=O)([O-])[O-].[K+].[K+].[CH2:21](Br)[C:22]1[CH:27]=[CH:26][CH:25]=[CH:24][CH:23]=1. (7) Given the product [F:36][C:35]([F:38])([F:37])[C:33]([OH:39])=[O:34].[CH3:1][C:2]1[CH:7]=[C:6]([S:8]([CH3:11])(=[O:10])=[O:9])[CH:5]=[CH:4][C:3]=1[C:12]1[CH:13]=[CH:14][C:15]([O:18][CH2:19][CH:20]2[CH2:25][CH2:24][NH:23][CH2:22][CH2:21]2)=[CH:16][N:17]=1, predict the reactants needed to synthesize it. The reactants are: [CH3:1][C:2]1[CH:7]=[C:6]([S:8]([CH3:11])(=[O:10])=[O:9])[CH:5]=[CH:4][C:3]=1[C:12]1[N:17]=[CH:16][C:15]([O:18][CH2:19][CH:20]2[CH2:25][CH2:24][N:23](C(OC(C)(C)C)=O)[CH2:22][CH2:21]2)=[CH:14][CH:13]=1.[C:33]([OH:39])([C:35]([F:38])([F:37])[F:36])=[O:34]. (8) Given the product [O:18]=[C:9]1[NH:10][C:11]2([CH2:17][CH2:16][CH2:15][CH2:14][CH2:13]2)[N:12]=[C:8]1[C:5]1[CH:6]=[CH:7][C:2]([CH:32]=[O:33])=[CH:3][CH:4]=1, predict the reactants needed to synthesize it. The reactants are: Br[C:2]1[CH:7]=[CH:6][C:5]([C:8]2[C:9](=[O:18])[NH:10][C:11]3([CH2:17][CH2:16][CH2:15][CH2:14][CH2:13]3)[N:12]=2)=[CH:4][CH:3]=1.C([Li])CCC.CCCCCC.CN(C)[CH:32]=[O:33]. (9) Given the product [C:1]([O:5][C:6](=[O:22])[NH:7][C:8]1[CH:13]=[C:12]([O:14][CH2:15][CH3:16])[C:11]([C:17]([F:20])([F:19])[F:18])=[CH:10][C:9]=1[NH:21][C:28](=[O:27])[CH2:29][C:30]([C:32]1[CH:37]=[CH:36][N:35]=[C:34]([C:38]#[N:39])[CH:33]=1)=[O:31])([CH3:2])([CH3:3])[CH3:4], predict the reactants needed to synthesize it. The reactants are: [C:1]([O:5][C:6](=[O:22])[NH:7][C:8]1[CH:13]=[C:12]([O:14][CH2:15][CH3:16])[C:11]([C:17]([F:20])([F:19])[F:18])=[CH:10][C:9]=1[NH2:21])([CH3:4])([CH3:3])[CH3:2].C([O:27][C:28](=O)[CH2:29][C:30]([C:32]1[CH:37]=[CH:36][N:35]=[C:34]([C:38]#[N:39])[CH:33]=1)=[O:31])(C)(C)C. (10) Given the product [CH3:23][CH2:17][O:16][C:7]1[CH:1]=[C:3]([CH:4]([OH:5])[C:25]([OH:30])=[O:29])[CH:10]=[CH:9][C:8]=1[OH:44].[CH3:28][C:26]([C:25]([O:30][CH2:31][CH2:32][O:33][C:34]([CH2:35][C:36]([CH3:38])=[O:37])=[O:39])=[O:29])=[CH2:27], predict the reactants needed to synthesize it. The reactants are: [CH:1]([CH:3]1[CH2:10][CH2:9][CH2:8][CH2:7]N[C:4]1=[O:5])=C.C([O:16][CH:17]([CH2:23]C)CCCCC)(=O)C(C)=C.[C:25]([O:30][CH2:31][CH2:32][O:33][C:34](=[O:39])[CH2:35][C:36]([CH3:38])=[O:37])(=[O:29])[C:26]([CH3:28])=[CH2:27].CC(=[O:44])CC.